Task: Predict which catalyst facilitates the given reaction.. Dataset: Catalyst prediction with 721,799 reactions and 888 catalyst types from USPTO (1) Reactant: [NH:1](C(OC(C)(C)C)=O)[C@@H:2]([C:29]([O:31][CH2:32][C:33]1[CH:38]=[CH:37][CH:36]=[CH:35][CH:34]=1)=[O:30])[CH2:3][CH2:4][C:5]([NH:7][C@@H:8]([C:19]([O:21][CH2:22][C:23]1[CH:28]=[CH:27][CH:26]=[CH:25][CH:24]=1)=[O:20])[CH2:9][C:10]1[C:18]2[C:13](=[CH:14][CH:15]=[CH:16][CH:17]=2)[NH:12][CH:11]=1)=[O:6].Cl. Product: [NH2:1][C@@H:2]([C:29]([O:31][CH2:32][C:33]1[CH:34]=[CH:35][CH:36]=[CH:37][CH:38]=1)=[O:30])[CH2:3][CH2:4][C:5]([NH:7][C@@H:8]([C:19]([O:21][CH2:22][C:23]1[CH:24]=[CH:25][CH:26]=[CH:27][CH:28]=1)=[O:20])[CH2:9][C:10]1[C:18]2[C:13](=[CH:14][CH:15]=[CH:16][CH:17]=2)[NH:12][CH:11]=1)=[O:6]. The catalyst class is: 158. (2) The catalyst class is: 3. Reactant: [Cl:1][C:2]1[CH:3]=[CH:4][C:5]([CH2:8][O:9][C:10]2[CH:15]=[CH:14][N:13]([C:16]3[CH:17]=[N:18][C:19](F)=[CH:20][CH:21]=3)[C:12](=[O:23])[CH:11]=2)=[N:6][CH:7]=1.[CH3:24][N:25]([CH3:31])[C@H:26]1[CH2:30][CH2:29][NH:28][CH2:27]1.C([O-])([O-])=O.[K+].[K+]. Product: [Cl:1][C:2]1[CH:3]=[CH:4][C:5]([CH2:8][O:9][C:10]2[CH:15]=[CH:14][N:13]([C:16]3[CH:17]=[N:18][C:19]([N:28]4[CH2:29][CH2:30][C@H:26]([N:25]([CH3:31])[CH3:24])[CH2:27]4)=[CH:20][CH:21]=3)[C:12](=[O:23])[CH:11]=2)=[N:6][CH:7]=1. (3) Reactant: [OH-].[K+].CS(O[CH2:8][CH2:9][NH:10][S:11]([C:14]1[CH:19]=[CH:18][CH:17]=[CH:16][C:15]=1[N+:20]([O-:22])=[O:21])(=[O:13])=[O:12])(=O)=O. Product: [N+:20]([C:15]1[CH:16]=[CH:17][CH:18]=[CH:19][C:14]=1[S:11]([N:10]1[CH2:8][CH2:9]1)(=[O:13])=[O:12])([O-:22])=[O:21]. The catalyst class is: 69. (4) Reactant: [OH:1][C:2]1[CH:14]=[C:13]([O:15][CH2:16][C:17](=O)[C:18]2[CH:27]=[CH:26][C:25]3[C:24]([CH3:29])([CH3:28])[CH2:23][CH2:22][C:21]([CH3:31])([CH3:30])[C:20]=3[CH:19]=2)[CH:12]=[CH:11][C:3]=1[C:4]([O:6][CH2:7][CH:8]([CH3:10])[CH3:9])=[O:5].Cl.[NH2:34][OH:35]. Product: [OH:1][C:2]1[CH:14]=[C:13]([O:15][CH2:16][C:17](=[N:34][OH:35])[C:18]2[CH:27]=[CH:26][C:25]3[C:24]([CH3:29])([CH3:28])[CH2:23][CH2:22][C:21]([CH3:31])([CH3:30])[C:20]=3[CH:19]=2)[CH:12]=[CH:11][C:3]=1[C:4]([O:6][CH2:7][CH:8]([CH3:10])[CH3:9])=[O:5]. The catalyst class is: 17.